This data is from Full USPTO retrosynthesis dataset with 1.9M reactions from patents (1976-2016). The task is: Predict the reactants needed to synthesize the given product. (1) Given the product [NH:46]1[C:47]2[C:52](=[CH:51][CH:50]=[CH:49][CH:48]=2)[C:44]([CH2:43][CH2:42][CH2:41][N:9]2[CH2:10][CH2:11][C:6]3([N:5]([C:12]4[CH:13]=[CH:14][CH:15]=[CH:16][CH:17]=4)[CH2:4][N:3]([CH2:18][C:19]4[CH:20]=[C:21]([CH:29]=[CH:30][CH:31]=4)[C:22]([O:24][C:25]([CH3:28])([CH3:26])[CH3:27])=[O:23])[C:2]3=[O:1])[CH2:7][CH2:8]2)=[N:45]1, predict the reactants needed to synthesize it. The reactants are: [O:1]=[C:2]1[C:6]2([CH2:11][CH2:10][NH:9][CH2:8][CH2:7]2)[N:5]([C:12]2[CH:17]=[CH:16][CH:15]=[CH:14][CH:13]=2)[CH2:4][N:3]1[CH2:18][C:19]1[CH:20]=[C:21]([CH:29]=[CH:30][CH:31]=1)[C:22]([O:24][C:25]([CH3:28])([CH3:27])[CH3:26])=[O:23].C(=O)([O-])[O-].[K+].[K+].[I-].[Na+].Cl[CH2:41][CH2:42][CH2:43][C:44]1[C:52]2[C:47](=[CH:48][CH:49]=[CH:50][CH:51]=2)[NH:46][N:45]=1. (2) The reactants are: [OH:1][C@@:2]1([C:9]#[C:10][C:11]2[CH:12]=[C:13]([C:17]3[C:22]4[N:23]=[CH:24][N:25]([CH3:26])[C:21]=4[CH:20]=[C:19]([C:27]([O:29]C)=O)[N:18]=3)[CH:14]=[CH:15][CH:16]=2)[CH2:6][CH2:5][N:4]([CH3:7])[C:3]1=[O:8].[NH3:31]. Given the product [OH:1][C@@:2]1([C:9]#[C:10][C:11]2[CH:12]=[C:13]([C:17]3[C:22]4[N:23]=[CH:24][N:25]([CH3:26])[C:21]=4[CH:20]=[C:19]([C:27]([NH2:31])=[O:29])[N:18]=3)[CH:14]=[CH:15][CH:16]=2)[CH2:6][CH2:5][N:4]([CH3:7])[C:3]1=[O:8], predict the reactants needed to synthesize it. (3) Given the product [F:39][C:40]1[CH:41]=[C:42]([C@H:47]([C:52]2[CH:57]=[CH:56][C:55]([F:58])=[CH:54][CH:53]=2)[CH2:48][C:49]([NH:6][C:7]2[CH:8]=[N:9][CH:10]=[C:11]([F:38])[C:12]=2[C:13]#[C:14][C@H:15]2[CH2:20][N:19]([C:21]([O:23][C:24]([CH3:26])([CH3:25])[CH3:27])=[O:22])[CH2:18][CH2:17][N:16]2[C:28]([O:30][CH2:31][C:32]2[CH:33]=[CH:34][CH:35]=[CH:36][CH:37]=2)=[O:29])=[O:50])[CH:43]=[C:44]([F:46])[CH:45]=1, predict the reactants needed to synthesize it. The reactants are: O=P(Cl)(Cl)Cl.[NH2:6][C:7]1[CH:8]=[N:9][CH:10]=[C:11]([F:38])[C:12]=1[C:13]#[C:14][C@H:15]1[CH2:20][N:19]([C:21]([O:23][C:24]([CH3:27])([CH3:26])[CH3:25])=[O:22])[CH2:18][CH2:17][N:16]1[C:28]([O:30][CH2:31][C:32]1[CH:37]=[CH:36][CH:35]=[CH:34][CH:33]=1)=[O:29].[F:39][C:40]1[CH:41]=[C:42]([C@H:47]([C:52]2[CH:57]=[CH:56][C:55]([F:58])=[CH:54][CH:53]=2)[CH2:48][C:49](O)=[O:50])[CH:43]=[C:44]([F:46])[CH:45]=1.C([O-])(O)=O.[Na+]. (4) The reactants are: [CH3:1][O:2][C:3]1[CH:4]=[C:5]([CH:9]=[C:10]([O:13][CH3:14])[C:11]=1[CH3:12])[C:6]([OH:8])=O.C(Cl)(=O)C(Cl)=O.Cl.[CH3:22][NH:23][O:24][CH3:25]. Given the product [CH3:25][O:24][N:23]([CH3:22])[C:6](=[O:8])[C:5]1[CH:9]=[C:10]([O:13][CH3:14])[C:11]([CH3:12])=[C:3]([O:2][CH3:1])[CH:4]=1, predict the reactants needed to synthesize it. (5) Given the product [CH3:1][N:2]([CH3:13])[C:3]([N:5]1[CH2:10][CH2:9][CH:8]([CH2:11][Br:33])[CH2:7][CH2:6]1)=[O:4], predict the reactants needed to synthesize it. The reactants are: [CH3:1][N:2]([CH3:13])[C:3]([N:5]1[CH2:10][CH2:9][CH:8]([CH2:11]O)[CH2:7][CH2:6]1)=[O:4].C1(P(C2C=CC=CC=2)C2C=CC=CC=2)C=CC=CC=1.[Br:33]N1C(=O)CCC1=O.